This data is from Forward reaction prediction with 1.9M reactions from USPTO patents (1976-2016). The task is: Predict the product of the given reaction. (1) Given the reactants [CH:1]([C:3]1[CH:8]=[CH:7][C:6](B(O)O)=[CH:5][CH:4]=1)=[O:2].[C:12]([N:15]1[C:24]2[C:19](=[CH:20][C:21](Br)=[CH:22][CH:23]=2)[C@H:18]([NH:26][C:27]2[CH:32]=[CH:31][CH:30]=[CH:29][CH:28]=2)[CH2:17][C@@H:16]1[CH2:33][CH3:34])(=[O:14])[CH3:13].C(=O)([O-])[O-].[K+].[K+], predict the reaction product. The product is: [C:12]([N:15]1[C:24]2[C:19](=[CH:20][C:21]([C:6]3[CH:7]=[CH:8][C:3]([CH:1]=[O:2])=[CH:4][CH:5]=3)=[CH:22][CH:23]=2)[C@H:18]([NH:26][C:27]2[CH:32]=[CH:31][CH:30]=[CH:29][CH:28]=2)[CH2:17][C@@H:16]1[CH2:33][CH3:34])(=[O:14])[CH3:13]. (2) Given the reactants [CH2:1]([N:4]1[C@H:9]([CH3:10])[CH2:8][N:7]([C@@H:11]([C:19]2[CH:23]=[CH:22][S:21][CH:20]=2)[C:12]2[CH:13]=[C:14]([OH:18])[CH:15]=[CH:16][CH:17]=2)[C@@H:6]([CH3:24])[CH2:5]1)[CH:2]=[CH2:3].C(N1[C@@H](C)CN([C@H](C2C=CSC=2)C2C=C(O)C=CC=2)[C@H](C)C1)C=C, predict the reaction product. The product is: [CH2:1]([N:4]1[C@@H:9]([CH3:10])[CH2:8][N:7]([C@@H:11]([C:19]2[CH:23]=[CH:22][S:21][CH:20]=2)[C:12]2[CH:13]=[C:14]([OH:18])[CH:15]=[CH:16][CH:17]=2)[C@H:6]([CH3:24])[CH2:5]1)[CH:2]=[CH2:3].